This data is from Reaction yield outcomes from USPTO patents with 853,638 reactions. The task is: Predict the reaction yield, written as a fraction of the theoretical maximum amount of product (1.0 means a 100% yield; for example, 0.34 means a 34% yield). The reactants are [CH3:1][C:2]1[O:6][N:5]=[C:4]([C:7]2[CH:12]=[CH:11][CH:10]=[CH:9][CH:8]=2)[C:3]=1[CH2:13][NH:14][C:15]1[CH:23]=[CH:22][C:18]([C:19]([OH:21])=O)=[CH:17][N:16]=1.F[B-](F)(F)F.N1(OC(N(C)C)=[N+](C)C)C2C=CC=CC=2N=N1.C(N(CC)C(C)C)(C)C.[CH2:55]([CH2:57][NH2:58])[OH:56]. The catalyst is C(OCC)(=O)C.CN(C=O)C. The product is [OH:56][CH2:55][CH2:57][NH:58][C:19](=[O:21])[C:18]1[CH:22]=[CH:23][C:15]([NH:14][CH2:13][C:3]2[C:4]([C:7]3[CH:8]=[CH:9][CH:10]=[CH:11][CH:12]=3)=[N:5][O:6][C:2]=2[CH3:1])=[N:16][CH:17]=1. The yield is 0.880.